Predict which catalyst facilitates the given reaction. From a dataset of Catalyst prediction with 721,799 reactions and 888 catalyst types from USPTO. (1) The catalyst class is: 14. Product: [NH2:1][C:2]1[C:3]2[C:10]([C:11]3[CH:16]=[CH:15][C:14]([O:17][C:18]4[CH:19]=[CH:20][CH:21]=[CH:22][CH:23]=4)=[CH:13][CH:12]=3)=[C:9]([CH3:24])[N:8]([CH2:25][C@@H:26]3[CH2:30][CH2:29][CH2:28][N:27]3[C:31]([C:32](=[CH:39][C:38]([N:37]([CH3:43])[CH3:36])([CH3:42])[CH3:41])[C:33]#[N:34])=[O:35])[C:4]=2[N:5]=[CH:6][N:7]=1. Reactant: [NH2:1][C:2]1[C:3]2[C:10]([C:11]3[CH:16]=[CH:15][C:14]([O:17][C:18]4[CH:23]=[CH:22][CH:21]=[CH:20][CH:19]=4)=[CH:13][CH:12]=3)=[C:9]([CH3:24])[N:8]([CH2:25][C@@H:26]3[CH2:30][CH2:29][CH2:28][N:27]3[C:31](=[O:35])[CH2:32][C:33]#[N:34])[C:4]=2[N:5]=[CH:6][N:7]=1.[CH3:36][N:37]([CH3:43])[C:38]([CH3:42])([CH3:41])[CH:39]=O.C(O)(=O)C.N1CCCCC1. (2) Reactant: [CH:1]1([CH2:7][CH2:8][NH:9][CH2:10][C:11]2[CH:18]=[CH:17][C:14]([C:15]#[N:16])=[C:13]([C:19]3[C:28]4[C:23](=[CH:24][CH:25]=[CH:26][CH:27]=4)[CH:22]=[CH:21][CH:20]=3)[CH:12]=2)[CH2:6][CH2:5][CH2:4][CH2:3][CH2:2]1.[Cl:29][CH2:30][C:31](O[C:31](=[O:32])[CH2:30][Cl:29])=[O:32].OS([O-])(=O)=O.[Na+]. Product: [Cl:29][CH2:30][C:31]([N:9]([CH2:10][C:11]1[CH:18]=[CH:17][C:14]([C:15]#[N:16])=[C:13]([C:19]2[C:28]3[C:23](=[CH:24][CH:25]=[CH:26][CH:27]=3)[CH:22]=[CH:21][CH:20]=2)[CH:12]=1)[CH2:8][CH2:7][CH:1]1[CH2:6][CH2:5][CH2:4][CH2:3][CH2:2]1)=[O:32]. The catalyst class is: 272. (3) Reactant: [CH3:1][C:2]1[C:10]2[C:5](=[CH:6][C:7]([N+:11]([O-:13])=[O:12])=[CH:8][CH:9]=2)[NH:4][N:3]=1.S(=O)(=O)(O)O.S(OC)(O[CH3:23])(=O)=O.C(=O)(O)[O-].[Na+]. Product: [CH3:23][N:3]1[C:2]([CH3:1])=[C:10]2[C:5]([CH:6]=[C:7]([N+:11]([O-:13])=[O:12])[CH:8]=[CH:9]2)=[N:4]1. The catalyst class is: 16. (4) Reactant: [CH3:1][O:2][C:3](=[O:35])[C@@H:4]([NH:23][C:24](=[O:34])[C:25]1[C:30]([Cl:31])=[CH:29][C:28]([OH:32])=[CH:27][C:26]=1[Cl:33])[CH2:5][C:6]1[CH:11]=[CH:10][C:9]([NH:12][C:13](=[O:22])[C:14]2[C:19]([Cl:20])=[CH:18][CH:17]=[CH:16][C:15]=2[Cl:21])=[CH:8][CH:7]=1.[C:36]([O:40][C:41]([NH:43][CH2:44][CH2:45][CH2:46]Br)=[O:42])([CH3:39])([CH3:38])[CH3:37].C(=O)([O-])[O-].[K+].[K+].CN(C=O)C. Product: [CH3:1][O:2][C:3](=[O:35])[C@@H:4]([NH:23][C:24](=[O:34])[C:25]1[C:26]([Cl:33])=[CH:27][C:28]([O:32][CH2:46][CH2:45][CH2:44][NH:43][C:41]([O:40][C:36]([CH3:37])([CH3:39])[CH3:38])=[O:42])=[CH:29][C:30]=1[Cl:31])[CH2:5][C:6]1[CH:7]=[CH:8][C:9]([NH:12][C:13](=[O:22])[C:14]2[C:19]([Cl:20])=[CH:18][CH:17]=[CH:16][C:15]=2[Cl:21])=[CH:10][CH:11]=1. The catalyst class is: 283. (5) Reactant: C([O:3][C:4]([C:6]1[CH:10]=[C:9]([C:11]([CH3:14])([CH3:13])[CH3:12])[O:8][N:7]=1)=[O:5])C.[OH-].[Na+].Cl. Product: [C:11]([C:9]1[O:8][N:7]=[C:6]([C:4]([OH:5])=[O:3])[CH:10]=1)([CH3:14])([CH3:12])[CH3:13]. The catalyst class is: 8. (6) Reactant: [CH:1]12[CH2:7][CH:4]([CH2:5][CH2:6]1)[CH:3]=[CH:2]2.[C:8]1(=[O:14])[O:13][C:11](=[O:12])[CH:10]=[CH:9]1.N(C(C)(C)C#N)=NC(C)(C)C#N. Product: [CH:1]12[CH2:7][CH:4]([CH2:5][CH2:6]1)[CH:3]=[CH:2]2.[C:11]1(=[O:12])[O:13][C:8](=[O:14])[CH:9]=[CH:10]1. The catalyst class is: 7.